The task is: Predict the reaction yield, written as a fraction of the theoretical maximum amount of product (1.0 means a 100% yield; for example, 0.34 means a 34% yield).. This data is from Reaction yield outcomes from USPTO patents with 853,638 reactions. (1) The reactants are C(O[C:6](=O)[N:7]([C@H:9]([C:11](=[O:35])[NH:12][C@@H:13]1[C:19](=[O:20])[N:18]([CH2:21][C:22]2[CH:27]=[C:26]([F:28])[CH:25]=[CH:24][C:23]=2[O:29][CH3:30])[C:17]2[CH:31]=[CH:32][CH:33]=[CH:34][C:16]=2[CH2:15][CH2:14]1)[CH3:10])C)(C)(C)C.C([Cl:40])(=O)C. The catalyst is CO. The product is [ClH:40].[F:28][C:26]1[CH:25]=[CH:24][C:23]([O:29][CH3:30])=[C:22]([CH:27]=1)[CH2:21][N:18]1[C:19](=[O:20])[C@@H:13]([NH:12][C:11](=[O:35])[C@@H:9]([NH:7][CH3:6])[CH3:10])[CH2:14][CH2:15][C:16]2[CH:34]=[CH:33][CH:32]=[CH:31][C:17]1=2. The yield is 0.910. (2) The catalyst is O1CCCC1.O. The yield is 0.750. The reactants are CC(OC(/N=N/C(OC(C)C)=O)=O)C.[C:15]([O:19][C:20]([NH:22][C@H:23]([C:26]1[CH:31]=[CH:30][C:29]([O:32][CH2:33][C:34]2[CH:39]=[CH:38][CH:37]=[CH:36][CH:35]=2)=[CH:28][CH:27]=1)[CH2:24][OH:25])=[O:21])([CH3:18])([CH3:17])[CH3:16].[CH2:40]([O:47][C:48]1[CH:49]=[CH:50][C:51]([Br:55])=[C:52](O)[CH:53]=1)[C:41]1[CH:46]=[CH:45][CH:44]=[CH:43][CH:42]=1.C1(P(C2C=CC=CC=2)C2C=CC=CC=2)C=CC=CC=1. The product is [C:15]([O:19][C:20]([NH:22][C@H:23]([C:26]1[CH:27]=[CH:28][C:29]([O:32][CH2:33][C:34]2[CH:35]=[CH:36][CH:37]=[CH:38][CH:39]=2)=[CH:30][CH:31]=1)[CH2:24][O:25][C:50]1[CH:49]=[C:48]([O:47][CH2:40][C:41]2[CH:46]=[CH:45][CH:44]=[CH:43][CH:42]=2)[CH:53]=[CH:52][C:51]=1[Br:55])=[O:21])([CH3:18])([CH3:16])[CH3:17].